Dataset: Catalyst prediction with 721,799 reactions and 888 catalyst types from USPTO. Task: Predict which catalyst facilitates the given reaction. (1) Product: [CH2:24]([C:10]1[CH:11]=[C:12]([C:13]2[CH:23]=[CH:22][C:16]3[O:17][CH2:18][C:19](=[O:21])[NH:20][C:15]=3[CH:14]=2)[N:8]([C:5]2[CH:6]=[CH:7][C:2]([F:1])=[CH:3][CH:4]=2)[N:9]=1)[CH3:25]. Reactant: [F:1][C:2]1[CH:7]=[CH:6][C:5]([N:8]2[C:12]([C:13]3[CH:23]=[CH:22][C:16]4[O:17][CH2:18][C:19](=[O:21])[NH:20][C:15]=4[CH:14]=3)=[CH:11][C:10]([CH:24](O)[CH3:25])=[N:9]2)=[CH:4][CH:3]=1.C([SiH](CC)CC)C.C(O)(C(F)(F)F)=O. The catalyst class is: 2. (2) Reactant: [OH:1][C:2]1[CH:7]=[CH:6][C:5]([N:8]2[C:13](=[O:14])[C:12]([CH2:15][C:16]3[CH:21]=[CH:20][C:19]([C:22]4[C:23]([C:28]#[N:29])=[CH:24][CH:25]=[CH:26][CH:27]=4)=[CH:18][CH:17]=3)=[C:11]([CH2:30][CH2:31][CH3:32])[N:10]=[C:9]2[CH3:33])=[CH:4][CH:3]=1.[CH3:34][C:35]1([CH3:38])[CH2:37][O:36]1.C(=O)([O-])[O-].[Cs+].[Cs+].C(OCC)(=O)C. Product: [OH:36][C:35]([CH3:38])([CH3:37])[CH2:34][O:1][C:2]1[CH:3]=[CH:4][C:5]([N:8]2[C:13](=[O:14])[C:12]([CH2:15][C:16]3[CH:21]=[CH:20][C:19]([C:22]4[C:23]([C:28]#[N:29])=[CH:24][CH:25]=[CH:26][CH:27]=4)=[CH:18][CH:17]=3)=[C:11]([CH2:30][CH2:31][CH3:32])[N:10]=[C:9]2[CH3:33])=[CH:6][CH:7]=1. The catalyst class is: 35. (3) Reactant: [N:1]1([C:7](=[O:14])[CH2:8][C:9](=[CH2:13])[C:10]([OH:12])=[O:11])[CH2:6][CH2:5][O:4][CH2:3][CH2:2]1.[C:15]([O-:18])(=[S:17])[CH3:16].[K+]. Product: [C:15]([S:17][CH2:13][CH:9]([CH2:8][C:7]([N:1]1[CH2:2][CH2:3][O:4][CH2:5][CH2:6]1)=[O:14])[C:10]([OH:12])=[O:11])(=[O:18])[CH3:16]. The catalyst class is: 3. (4) Reactant: [CH2:1]([O:3][C:4]([C:6]1[CH:7]=[N:8][N:9]([CH3:14])[C:10]=1[C:11](Cl)=[O:12])=[O:5])[CH3:2].[C:15]1([C:21]2[N:22]=[C:23]3[N:28]=[C:27]([NH2:29])[CH:26]=[CH:25][N:24]3[CH:30]=2)[CH:20]=[CH:19][CH:18]=[CH:17][CH:16]=1.C(N(CC)CC)C. Product: [CH2:1]([O:3][C:4]([C:6]1[CH:7]=[N:8][N:9]([CH3:14])[C:10]=1[C:11](=[O:12])[NH:29][C:27]1[CH:26]=[CH:25][N:24]2[CH:30]=[C:21]([C:15]3[CH:20]=[CH:19][CH:18]=[CH:17][CH:16]=3)[N:22]=[C:23]2[N:28]=1)=[O:5])[CH3:2]. The catalyst class is: 4.